Dataset: Full USPTO retrosynthesis dataset with 1.9M reactions from patents (1976-2016). Task: Predict the reactants needed to synthesize the given product. Given the product [Cl:1][C:2]1[C:3]([CH3:38])=[C:4]([NH:8][C:9]([C:11]2[C:19]3[N:18]=[C:17]([NH:20][CH2:21][C:22]([OH:24])=[O:23])[NH:16][C:15]=3[CH:14]=[C:13]([NH:25][C:26]([C:28]3[CH:33]=[CH:32][CH:31]=[CH:30][C:29]=3[C:34]([F:35])([F:36])[F:37])=[O:27])[CH:12]=2)=[O:10])[CH:5]=[CH:6][CH:7]=1, predict the reactants needed to synthesize it. The reactants are: [Cl:1][C:2]1[C:3]([CH3:38])=[C:4]([NH:8][C:9]([C:11]2[C:19]3[N:18]=[C:17]([NH:20][CH2:21][C:22]([O-:24])=[O:23])[NH:16][C:15]=3[CH:14]=[C:13]([NH:25][C:26]([C:28]3[CH:33]=[CH:32][CH:31]=[CH:30][C:29]=3[C:34]([F:37])([F:36])[F:35])=[O:27])[CH:12]=2)=[O:10])[CH:5]=[CH:6][CH:7]=1.